This data is from Forward reaction prediction with 1.9M reactions from USPTO patents (1976-2016). The task is: Predict the product of the given reaction. (1) Given the reactants [OH:1][C:2]1[CH:7]=[CH:6][C:5]([SH:8])=[CH:4][CH:3]=1.C(=O)([O-])[O-].[K+].[K+].Cl[C:16]1[C:17]([C:23]([NH:25][C:26]2[S:30][N:29]=[C:28]([CH3:31])[N:27]=2)=[O:24])=[N:18][C:19]([Cl:22])=[CH:20][CH:21]=1.Cl, predict the reaction product. The product is: [Cl:22][C:19]1[N:18]=[C:17]([C:23]([NH:25][C:26]2[S:30][N:29]=[C:28]([CH3:31])[N:27]=2)=[O:24])[C:16]([S:8][C:5]2[CH:6]=[CH:7][C:2]([OH:1])=[CH:3][CH:4]=2)=[CH:21][CH:20]=1. (2) Given the reactants C(O[C:5]1[C:10]2C=CO[C:9]=2[CH:8]=[C:7]([C:14]([O:16][CH2:17][CH3:18])=O)[CH:6]=1)(=O)C.[C:19](=[O:22])([O-])[O-].[K+].[K+].[CH3:25][C:26]1[CH:31]=[CH:30][C:29](S(OCCCOC)(=O)=O)=[CH:28][CH:27]=1.[OH2:41].[C:42](#N)[CH3:43], predict the reaction product. The product is: [CH2:14]([O:16][C:17]1[CH:18]=[CH:25][C:26]([C:31](=[O:41])[CH3:30])=[CH:27][C:28]=1[CH2:29][CH2:42][CH2:43][O:22][CH3:19])[C:7]1[CH:6]=[CH:5][CH:10]=[CH:9][CH:8]=1. (3) The product is: [F:3][C:4]1[CH:9]=[C:8]([F:10])[CH:7]=[CH:6][C:5]=1/[CH:11]=[CH:12]/[C:13]1[CH:14]=[CH:15][C:16]([S:19]([C:22]2[CH:29]=[CH:28][CH:27]=[CH:26][C:23]=2[CH2:24][OH:25])(=[O:20])=[O:21])=[CH:17][CH:18]=1. Given the reactants [BH4-].[Na+].[F:3][C:4]1[CH:9]=[C:8]([F:10])[CH:7]=[CH:6][C:5]=1/[CH:11]=[CH:12]/[C:13]1[CH:18]=[CH:17][C:16]([S:19]([C:22]2[CH:29]=[CH:28][CH:27]=[CH:26][C:23]=2[CH:24]=[O:25])(=[O:21])=[O:20])=[CH:15][CH:14]=1, predict the reaction product. (4) Given the reactants [Br:1][C:2]1[CH:3]=[C:4]2[C:8](=[CH:9][CH:10]=1)[NH:7][N:6]=[CH:5]2.[H-].[Na+].[C:13]([O:17][C:18](O[C:18]([O:17][C:13]([CH3:16])([CH3:15])[CH3:14])=[O:19])=[O:19])([CH3:16])([CH3:15])[CH3:14], predict the reaction product. The product is: [C:13]([O:17][C:18]([N:7]1[C:8]2[C:4](=[CH:3][C:2]([Br:1])=[CH:10][CH:9]=2)[CH:5]=[N:6]1)=[O:19])([CH3:16])([CH3:15])[CH3:14]. (5) Given the reactants [CH3:1][O:2][C:3](=[O:24])[CH2:4][C:5]1[CH:14]=[C:13]([O:15]CC2C=CC=CC=2)[C:12]2[C:7](=[CH:8][CH:9]=[C:10]([F:23])[CH:11]=2)[CH:6]=1.[H][H].C(OCC)(=O)C.CCCCCC, predict the reaction product. The product is: [CH3:1][O:2][C:3](=[O:24])[CH2:4][C:5]1[CH:14]=[C:13]([OH:15])[C:12]2[C:7](=[CH:8][CH:9]=[C:10]([F:23])[CH:11]=2)[CH:6]=1.